Dataset: Catalyst prediction with 721,799 reactions and 888 catalyst types from USPTO. Task: Predict which catalyst facilitates the given reaction. (1) Reactant: [NH2:1][C@H:2]1[CH2:7][CH2:6][C@H:5]([OH:8])[CH2:4][CH2:3]1.[H-].[Na+].F[C:12]1[CH:19]=[CH:18][C:15]([C:16]#[N:17])=[CH:14][CH:13]=1. Product: [NH2:1][C@H:2]1[CH2:7][CH2:6][C@H:5]([O:8][C:12]2[CH:19]=[CH:18][C:15]([C:16]#[N:17])=[CH:14][CH:13]=2)[CH2:4][CH2:3]1. The catalyst class is: 31. (2) Product: [OH:38][CH2:37][CH:36]([N:35]1[C:18](=[O:19])[C:17]2[C:20]([NH:26][C:27]3[CH:32]=[CH:31][C:30]([I:33])=[CH:29][C:28]=3[F:34])=[CH:21][C:22](=[O:25])[N:23]([CH3:24])[C:16]=2[N:15]=[CH:14]1)[CH2:39][OH:40]. Reactant: [N+](C1C=C([N+]([O-])=O)C=CC=1N1[C:18](=[O:19])[C:17]2[C:20]([NH:26][C:27]3[CH:32]=[CH:31][C:30]([I:33])=[CH:29][C:28]=3[F:34])=[CH:21][C:22](=[O:25])[N:23]([CH3:24])[C:16]=2[N:15]=[CH:14]1)([O-])=O.[NH2:35][CH:36]([CH2:39][OH:40])[CH2:37][OH:38]. The catalyst class is: 3. (3) Reactant: C[O:2][C:3]([CH:5]1[CH2:18][C:17]2[CH:16]=[C:15]3[C:10]([O:11][C@@H:12]([C:20]4[CH:25]=[CH:24][C:23]([O:26][CH2:27][C:28]5[CH:33]=[CH:32][C:31]([Cl:34])=[C:30]([Cl:35])[CH:29]=5)=[CH:22][CH:21]=4)[CH2:13][N:14]3[CH3:19])=[CH:9][C:8]=2[CH2:7][N:6]1[C:36]([O:38][C:39]([CH3:42])([CH3:41])[CH3:40])=[O:37])=[O:4].[OH-].[Li+].Cl. Product: [C:39]([O:38][C:36]([N:6]1[CH:5]([C:3]([OH:4])=[O:2])[CH2:18][C:17]2[CH:16]=[C:15]3[C:10]([O:11][C@@H:12]([C:20]4[CH:25]=[CH:24][C:23]([O:26][CH2:27][C:28]5[CH:33]=[CH:32][C:31]([Cl:34])=[C:30]([Cl:35])[CH:29]=5)=[CH:22][CH:21]=4)[CH2:13][N:14]3[CH3:19])=[CH:9][C:8]=2[CH2:7]1)=[O:37])([CH3:42])([CH3:40])[CH3:41]. The catalyst class is: 36. (4) Reactant: [C:1]([C:3]1[CH:4]=[C:5]([CH:9]=[CH:10][CH:11]=1)[C:6](Cl)=[O:7])#[CH:2].[CH2:12]([NH:14][CH2:15][CH3:16])[CH3:13]. Product: [C:1]([C:3]1[CH:4]=[C:5]([CH:9]=[CH:10][CH:11]=1)[C:6]([N:14]([CH2:15][CH3:16])[CH2:12][CH3:13])=[O:7])#[CH:2]. The catalyst class is: 4. (5) Reactant: [Cl:1][C:2]1[CH:3]=[C:4]([CH:18]=[C:19]([O:21][CH3:22])[CH:20]=1)[C:5]([NH:7][CH2:8][C:9]1[CH:14]=[CH:13][C:12]([C:15]#[N:16])=[CH:11][C:10]=1[OH:17])=[O:6].[CH2:23]([O:25][C:26](=[O:29])[CH2:27]I)[CH3:24].C(=O)([O-])[O-].[Cs+].[Cs+]. Product: [CH2:23]([O:25][C:26](=[O:29])[CH2:27][O:17][C:10]1[CH:11]=[C:12]([C:15]#[N:16])[CH:13]=[CH:14][C:9]=1[CH2:8][NH:7][C:5](=[O:6])[C:4]1[CH:18]=[C:19]([O:21][CH3:22])[CH:20]=[C:2]([Cl:1])[CH:3]=1)[CH3:24]. The catalyst class is: 44. (6) Reactant: [N+:1]([C:4]1[CH:14]=[CH:13][C:7]2[CH2:8][CH2:9][NH:10][CH2:11][CH2:12][C:6]=2[CH:5]=1)([O-:3])=[O:2].C(N(CC)CC)C.[C:22](O[C:22]([O:24][C:25]([CH3:28])([CH3:27])[CH3:26])=[O:23])([O:24][C:25]([CH3:28])([CH3:27])[CH3:26])=[O:23]. Product: [N+:1]([C:4]1[CH:14]=[CH:13][C:7]2[CH2:8][CH2:9][N:10]([C:22]([O:24][C:25]([CH3:28])([CH3:27])[CH3:26])=[O:23])[CH2:11][CH2:12][C:6]=2[CH:5]=1)([O-:3])=[O:2]. The catalyst class is: 172. (7) Reactant: [CH2:1]([N:8]1[CH2:12][C@@H:11]([C:13]2[CH:18]=[CH:17][C:16]([Cl:19])=[C:15]([Cl:20])[CH:14]=2)[C@H:10]([NH:21][CH3:22])[CH2:9]1)[C:2]1[CH:7]=[CH:6][CH:5]=[CH:4][CH:3]=1.CCN(CC)CC.[CH3:42][C:41]([O:40][C:38](O[C:38]([O:40][C:41]([CH3:44])([CH3:43])[CH3:42])=[O:39])=[O:39])([CH3:44])[CH3:43]. Product: [C:41]([O:40][C:38](=[O:39])[N:21]([C@H:10]1[C@H:11]([C:13]2[CH:18]=[CH:17][C:16]([Cl:19])=[C:15]([Cl:20])[CH:14]=2)[CH2:12][N:8]([CH2:1][C:2]2[CH:7]=[CH:6][CH:5]=[CH:4][CH:3]=2)[CH2:9]1)[CH3:22])([CH3:42])([CH3:43])[CH3:44]. The catalyst class is: 64.